Dataset: Forward reaction prediction with 1.9M reactions from USPTO patents (1976-2016). Task: Predict the product of the given reaction. (1) Given the reactants [S:1]1[CH:5]=[CH:4][CH:3]=[C:2]1[CH:6]=O.[CH3:8][O:9][CH2:10][CH2:11][NH2:12].[C:13]1(=[O:24])[O:19][C:17](=O)[C:16]2=[CH:20][CH:21]=[CH:22][CH:23]=[C:15]2[CH2:14]1.[Cl:25][C:26]1[CH:27]=[C:28]([CH:30]=[CH:31][C:32]=1[Cl:33])[NH2:29], predict the reaction product. The product is: [Cl:25][C:26]1[CH:27]=[C:28]([NH:29][C:13]([CH:14]2[C:15]3[C:16](=[CH:20][CH:21]=[CH:22][CH:23]=3)[C:17](=[O:19])[N:12]([CH2:11][CH2:10][O:9][CH3:8])[CH:6]2[C:2]2[S:1][CH:5]=[CH:4][CH:3]=2)=[O:24])[CH:30]=[CH:31][C:32]=1[Cl:33]. (2) Given the reactants [CH2:1]([O:3][C:4](=[O:16])/[C:5](/[C:14]#[N:15])=[CH:6]\[C:7]1[CH:12]=[CH:11][C:10]([Cl:13])=[CH:9][CH:8]=1)[CH3:2].[Cl:17][C:18]1[CH:23]=[CH:22][C:21]([Mg]Br)=[CH:20][CH:19]=1.CCCCCCC.Cl, predict the reaction product. The product is: [CH2:1]([O:3][C:4](=[O:16])[C:5]([C:14]#[N:15])=[C:6]([C:21]1[CH:22]=[CH:23][C:18]([Cl:17])=[CH:19][CH:20]=1)[C:7]1[CH:8]=[CH:9][C:10]([Cl:13])=[CH:11][CH:12]=1)[CH3:2]. (3) Given the reactants [NH2:1][C:2]1[N:3]=[CH:4][C:5]([C:17]2[N:21]([CH3:22])[N:20]=[C:19]([CH:23]3[CH2:28][CH2:27][N:26](C(OC(C)(C)C)=O)[CH2:25][CH2:24]3)[N:18]=2)=[N:6][C:7]=1[C:8]1[O:9][C:10]([C:13]([CH3:16])([CH3:15])[CH3:14])=[N:11][N:12]=1, predict the reaction product. The product is: [C:13]([C:10]1[O:9][C:8]([C:7]2[C:2]([NH2:1])=[N:3][CH:4]=[C:5]([C:17]3[N:21]([CH3:22])[N:20]=[C:19]([CH:23]4[CH2:24][CH2:25][NH:26][CH2:27][CH2:28]4)[N:18]=3)[N:6]=2)=[N:12][N:11]=1)([CH3:16])([CH3:14])[CH3:15]. (4) Given the reactants [Br:1][C:2]1[C:7]([C:8]#[N:9])=[CH:6][C:5]([CH2:10][CH2:11][CH3:12])=[CH:4][C:3]=1[C:13]1[CH:18]=[CH:17][C:16]([O:19]C)=[CH:15][CH:14]=1.B(Br)(Br)Br.CO.C([O-])(O)=O.[Na+], predict the reaction product. The product is: [Br:1][C:2]1[C:7]([C:8]#[N:9])=[CH:6][C:5]([CH2:10][CH2:11][CH3:12])=[CH:4][C:3]=1[C:13]1[CH:14]=[CH:15][C:16]([OH:19])=[CH:17][CH:18]=1. (5) Given the reactants C[O:2][C:3](=[O:40])[CH2:4][C@H:5]1[C:9]2[CH:10]=[CH:11][C:12]([O:14][C@H:15]3[C:23]4[C:18](=[C:19]([O:25][C:26]5[CH:31]=[C:30]([O:32][CH:33]6[CH2:38][CH2:37][O:36][CH2:35][CH2:34]6)[CH:29]=[CH:28][C:27]=5[F:39])[CH:20]=[CH:21][C:22]=4[F:24])[CH2:17][CH2:16]3)=[CH:13][C:8]=2[O:7][CH2:6]1.[OH-].[K+], predict the reaction product. The product is: [F:24][C:22]1[CH:21]=[CH:20][C:19]([O:25][C:26]2[CH:31]=[C:30]([O:32][CH:33]3[CH2:38][CH2:37][O:36][CH2:35][CH2:34]3)[CH:29]=[CH:28][C:27]=2[F:39])=[C:18]2[C:23]=1[C@H:15]([O:14][C:12]1[CH:11]=[CH:10][C:9]3[C@H:5]([CH2:4][C:3]([OH:40])=[O:2])[CH2:6][O:7][C:8]=3[CH:13]=1)[CH2:16][CH2:17]2. (6) Given the reactants C(OC([N:8]1[CH:12]=[C:11](B2OC(C)(C)C(C)(C)O2)[CH:10]=[N:9]1)=O)(C)(C)C.Br[C:23]1[CH:24]=[C:25]2[CH:31]=[CH:30][N:29]([S:32]([C:35]3[CH:40]=[CH:39][CH:38]=[CH:37][CH:36]=3)(=[O:34])=[O:33])[C:26]2=[N:27][CH:28]=1.C(=O)([O-])[O-].[Na+].[Na+], predict the reaction product. The product is: [C:35]1([S:32]([N:29]2[C:26]3=[N:27][CH:28]=[C:23]([C:11]4[CH:12]=[N:8][NH:9][CH:10]=4)[CH:24]=[C:25]3[CH:31]=[CH:30]2)(=[O:34])=[O:33])[CH:36]=[CH:37][CH:38]=[CH:39][CH:40]=1. (7) Given the reactants [Cl:1][C:2]1[C:7]([N:8]2[CH2:13][CH2:12][CH:11]([C:14]3[CH:19]=[CH:18][C:17]([F:20])=[CH:16][CH:15]=3)[CH2:10][CH2:9]2)=[CH:6][N:5]=[N:4][C:3]=1[NH:21][NH:22][C:23](=O)[CH2:24][C:25]([CH3:28])([CH3:27])[CH3:26].P(Cl)(Cl)(Cl)=O, predict the reaction product. The product is: [Cl:1][C:2]1[C:3]2[N:4]([C:23]([CH2:24][C:25]([CH3:28])([CH3:27])[CH3:26])=[N:22][N:21]=2)[N:5]=[CH:6][C:7]=1[N:8]1[CH2:13][CH2:12][CH:11]([C:14]2[CH:19]=[CH:18][C:17]([F:20])=[CH:16][CH:15]=2)[CH2:10][CH2:9]1. (8) Given the reactants [F:1][CH2:2][C:3]1[CH:4]=[C:5]([CH:9]=[C:10]([C:12]([N:14]2[CH2:18][CH2:17][CH2:16][C@@H:15]2[C:19]2[S:20][CH:21]=[C:22]([CH3:24])[N:23]=2)=[O:13])[CH:11]=1)[C:6](O)=[O:7].[NH2:25][C@@H:26]([CH2:49][C:50]1[CH:55]=[CH:54][CH:53]=[CH:52][CH:51]=1)[C@@H:27]([C@H:29]1[CH2:33][C@@H:32]([O:34][CH2:35][C:36]2[CH:41]=[CH:40][CH:39]=[CH:38][CH:37]=2)[CH2:31][N:30]1[C:42]([O:44][C:45]([CH3:48])([CH3:47])[CH3:46])=[O:43])[OH:28].C(N(CC)CC)C.F[P-](F)(F)(F)(F)F.N1(O[P+](N(C)C)(N(C)C)N(C)C)C2C=CC=CC=2N=N1, predict the reaction product. The product is: [CH2:35]([O:34][C@H:32]1[CH2:31][N:30]([C:42]([O:44][C:45]([CH3:46])([CH3:47])[CH3:48])=[O:43])[C@@H:29]([C@@H:27]([OH:28])[C@@H:26]([NH:25][C:6](=[O:7])[C:5]2[CH:9]=[C:10]([C:12]([N:14]3[CH2:18][CH2:17][CH2:16][C@@H:15]3[C:19]3[S:20][CH:21]=[C:22]([CH3:24])[N:23]=3)=[O:13])[CH:11]=[C:3]([CH2:2][F:1])[CH:4]=2)[CH2:49][C:50]2[CH:51]=[CH:52][CH:53]=[CH:54][CH:55]=2)[CH2:33]1)[C:36]1[CH:41]=[CH:40][CH:39]=[CH:38][CH:37]=1. (9) Given the reactants [NH2:1][CH:2]([C:11]1[C:16]([F:17])=[CH:15][CH:14]=[CH:13][C:12]=1[O:18][CH2:19][CH3:20])[CH2:3][CH:4]([CH3:10])[C:5]([O:7]CC)=O.[CH3:21][C:22]1[N:23]=[C:24]([C:27]2[CH:28]=[C:29]([CH:32]=[CH:33][N:34]=2)[CH:30]=O)[S:25][CH:26]=1, predict the reaction product. The product is: [CH2:19]([O:18][C:12]1[CH:13]=[CH:14][CH:15]=[C:16]([F:17])[C:11]=1[CH:2]1[N:1]([CH2:30][C:29]2[CH:32]=[CH:33][N:34]=[C:27]([C:24]3[S:25][CH:26]=[C:22]([CH3:21])[N:23]=3)[CH:28]=2)[C:5](=[O:7])[CH:4]([CH3:10])[CH2:3]1)[CH3:20].